Dataset: Catalyst prediction with 721,799 reactions and 888 catalyst types from USPTO. Task: Predict which catalyst facilitates the given reaction. (1) Reactant: [Cl:1][CH2:2][C:3]([CH3:22])([CH3:21])[C:4](=O)[CH2:5][C:6]1[CH:11]=[CH:10][C:9]([O:12][CH3:13])=[C:8]([O:14][CH2:15][CH2:16][CH2:17][O:18][CH3:19])[CH:7]=1.C([O-])(=O)C.[NH4+].[BH3-]C#[N:30].[Na+]. Product: [Cl:1][CH2:2][C:3]([CH3:22])([CH3:21])[CH:4]([NH2:30])[CH2:5][C:6]1[CH:11]=[CH:10][C:9]([O:12][CH3:13])=[C:8]([O:14][CH2:15][CH2:16][CH2:17][O:18][CH3:19])[CH:7]=1. The catalyst class is: 5. (2) Reactant: [C:1]([C:3]1[CH:20]=[CH:19][C:6]2[CH2:7][N:8]([C:12]([O:14][C:15]([CH3:18])([CH3:17])[CH3:16])=[O:13])[CH2:9][CH2:10][O:11][C:5]=2[CH:4]=1)#[N:2].Cl.[NH2:22][OH:23].C(=O)(O)[O-].[Na+]. Product: [OH:23][NH:22][C:1](=[NH:2])[C:3]1[CH:20]=[CH:19][C:6]2[CH2:7][N:8]([C:12]([O:14][C:15]([CH3:17])([CH3:18])[CH3:16])=[O:13])[CH2:9][CH2:10][O:11][C:5]=2[CH:4]=1. The catalyst class is: 8. (3) Reactant: [H-].[Al+3].[Li+].[H-].[H-].[H-].C[O:8][C:9](=O)[CH2:10][CH2:11][CH2:12][C:13]1[S:14][CH:15]=[CH:16][CH:17]=1.Cl.C(OCC)C. Product: [OH:8][CH2:9][CH2:10][CH2:11][CH2:12][C:13]1[S:14][CH:15]=[CH:16][CH:17]=1. The catalyst class is: 1. (4) Reactant: [F:1][C:2]1[CH:7]=[CH:6][C:5]([C:8]([C:10]([C:12]2[CH:17]=[CH:16][C:15]([F:18])=[CH:14][CH:13]=2)=O)=O)=[CH:4][CH:3]=1.C([O-])(=O)C.[NH4+:23].[CH3:24][C:25]1[C:30]([OH:31])=[C:29]([CH:32]=O)[C:28]([CH2:34][OH:35])=[CH:27][N:26]=1.Cl.[OH-].[NH4+:38]. Product: [F:1][C:2]1[CH:7]=[CH:6][C:5]([C:8]2[N:23]=[C:32]([C:29]3[C:28]([CH2:34][OH:35])=[CH:27][N:26]=[C:25]([CH3:24])[C:30]=3[OH:31])[NH:38][C:10]=2[C:12]2[CH:17]=[CH:16][C:15]([F:18])=[CH:14][CH:13]=2)=[CH:4][CH:3]=1. The catalyst class is: 16. (5) Reactant: [F:1][C:2]([F:23])([F:22])[C:3]1[CH:17]=[C:16]([C:18]([F:21])([F:20])[F:19])[CH:15]=[CH:14][C:4]=1[CH2:5][N:6]1[CH2:9][CH:8]([C:10](OC)=[O:11])[CH2:7]1.[H-].[Al+3].[Li+].[H-].[H-].[H-].[OH-].[Na+]. Product: [F:23][C:2]([F:1])([F:22])[C:3]1[CH:17]=[C:16]([C:18]([F:21])([F:20])[F:19])[CH:15]=[CH:14][C:4]=1[CH2:5][N:6]1[CH2:7][CH:8]([CH2:10][OH:11])[CH2:9]1. The catalyst class is: 1. (6) Reactant: [CH2:1]([O:3][C:4]1[CH:12]=[CH:11][C:7]([C:8]([OH:10])=[O:9])=[CH:6][N:5]=1)[CH3:2].C1N=C[N:15](C(N2C=NC=C2)=O)C=1.CS(O)(=O)=O.[NH2:30][CH2:31][C:32]1[CH:33]=[C:34]2[C:38](=[CH:39][CH:40]=1)[C:37](=[O:41])[N:36]([CH:42]1[CH2:47][CH2:46][C:45](=[O:48])[NH:44][C:43]1=[O:49])[CH2:35]2.O. Product: [O:49]=[C:43]1[CH:42]([N:36]2[CH2:35][C:34]3[C:38](=[CH:39][CH:40]=[C:32]([CH2:31][NH:30][C:8](=[O:10])[C:7]4[CH:11]=[CH:12][C:4]([O:3][CH2:1][CH3:2])=[N:5][CH:6]=4)[CH:33]=3)[C:37]2=[O:41])[CH2:47][CH2:46][C:45](=[O:48])[NH:44]1.[CH2:1]([O:3][C:4]1[N:5]=[N:15][C:7]([C:8]([OH:10])=[O:9])=[CH:11][CH:12]=1)[CH3:2]. The catalyst class is: 9.